From a dataset of NCI-60 drug combinations with 297,098 pairs across 59 cell lines. Regression. Given two drug SMILES strings and cell line genomic features, predict the synergy score measuring deviation from expected non-interaction effect. (1) Drug 1: C1=CC(=C2C(=C1NCCNCCO)C(=O)C3=C(C=CC(=C3C2=O)O)O)NCCNCCO. Drug 2: CC1CCC2CC(C(=CC=CC=CC(CC(C(=O)C(C(C(=CC(C(=O)CC(OC(=O)C3CCCCN3C(=O)C(=O)C1(O2)O)C(C)CC4CCC(C(C4)OC)OCCO)C)C)O)OC)C)C)C)OC. Cell line: HCT-15. Synergy scores: CSS=63.3, Synergy_ZIP=-2.76, Synergy_Bliss=3.07, Synergy_Loewe=3.38, Synergy_HSA=6.36. (2) Drug 1: CC1C(C(CC(O1)OC2CC(CC3=C2C(=C4C(=C3O)C(=O)C5=C(C4=O)C(=CC=C5)OC)O)(C(=O)C)O)N)O.Cl. Drug 2: C1=CC=C(C(=C1)C(C2=CC=C(C=C2)Cl)C(Cl)Cl)Cl. Cell line: HCT116. Synergy scores: CSS=34.2, Synergy_ZIP=0.837, Synergy_Bliss=2.18, Synergy_Loewe=3.81, Synergy_HSA=3.95.